The task is: Regression. Given two drug SMILES strings and cell line genomic features, predict the synergy score measuring deviation from expected non-interaction effect.. This data is from NCI-60 drug combinations with 297,098 pairs across 59 cell lines. (1) Drug 1: CC1=C2C(C(=O)C3(C(CC4C(C3C(C(C2(C)C)(CC1OC(=O)C(C(C5=CC=CC=C5)NC(=O)OC(C)(C)C)O)O)OC(=O)C6=CC=CC=C6)(CO4)OC(=O)C)O)C)O. Drug 2: CCC1=C2CN3C(=CC4=C(C3=O)COC(=O)C4(CC)O)C2=NC5=C1C=C(C=C5)O. Cell line: HCC-2998. Synergy scores: CSS=32.4, Synergy_ZIP=1.34, Synergy_Bliss=0.648, Synergy_Loewe=-7.90, Synergy_HSA=2.11. (2) Drug 1: CN1CCC(CC1)COC2=C(C=C3C(=C2)N=CN=C3NC4=C(C=C(C=C4)Br)F)OC. Drug 2: CCC1=CC2CC(C3=C(CN(C2)C1)C4=CC=CC=C4N3)(C5=C(C=C6C(=C5)C78CCN9C7C(C=CC9)(C(C(C8N6C)(C(=O)OC)O)OC(=O)C)CC)OC)C(=O)OC.C(C(C(=O)O)O)(C(=O)O)O. Cell line: OVCAR3. Synergy scores: CSS=73.8, Synergy_ZIP=12.6, Synergy_Bliss=11.5, Synergy_Loewe=-5.47, Synergy_HSA=13.8. (3) Drug 1: CN(C)C1=NC(=NC(=N1)N(C)C)N(C)C. Drug 2: CCCCC(=O)OCC(=O)C1(CC(C2=C(C1)C(=C3C(=C2O)C(=O)C4=C(C3=O)C=CC=C4OC)O)OC5CC(C(C(O5)C)O)NC(=O)C(F)(F)F)O. Cell line: HCC-2998. Synergy scores: CSS=-1.95, Synergy_ZIP=1.84, Synergy_Bliss=3.23, Synergy_Loewe=-8.05, Synergy_HSA=-1.45. (4) Drug 1: CN(C)C1=NC(=NC(=N1)N(C)C)N(C)C. Drug 2: CC(C1=C(C=CC(=C1Cl)F)Cl)OC2=C(N=CC(=C2)C3=CN(N=C3)C4CCNCC4)N. Cell line: NCI-H322M. Synergy scores: CSS=5.93, Synergy_ZIP=6.67, Synergy_Bliss=12.0, Synergy_Loewe=7.56, Synergy_HSA=8.67. (5) Drug 1: CC=C1C(=O)NC(C(=O)OC2CC(=O)NC(C(=O)NC(CSSCCC=C2)C(=O)N1)C(C)C)C(C)C. Drug 2: C(CCl)NC(=O)N(CCCl)N=O. Cell line: DU-145. Synergy scores: CSS=43.5, Synergy_ZIP=3.77, Synergy_Bliss=5.34, Synergy_Loewe=-63.1, Synergy_HSA=0.637. (6) Cell line: SK-OV-3. Synergy scores: CSS=-0.757, Synergy_ZIP=0.0931, Synergy_Bliss=2.74, Synergy_Loewe=-1.71, Synergy_HSA=0.830. Drug 1: C1CCC(C1)C(CC#N)N2C=C(C=N2)C3=C4C=CNC4=NC=N3. Drug 2: CC1=C(C=C(C=C1)NC2=NC=CC(=N2)N(C)C3=CC4=NN(C(=C4C=C3)C)C)S(=O)(=O)N.Cl.